This data is from Full USPTO retrosynthesis dataset with 1.9M reactions from patents (1976-2016). The task is: Predict the reactants needed to synthesize the given product. (1) Given the product [OH:20][C:14]1[CH:13]=[C:12]([CH:6]2[CH2:5][C:4](=[O:21])[C:3]3[C:8](=[CH:9][CH:10]=[CH:11][C:2]=3[OH:1])[O:7]2)[CH:17]=[CH:16][C:15]=1[OH:18], predict the reactants needed to synthesize it. The reactants are: [OH:1][C:2]1[CH:11]=[CH:10][CH:9]=[C:8]2[C:3]=1[C:4](=[O:21])[CH2:5][CH:6]([C:12]1[CH:17]=[CH:16][C:15]([O:18]C)=[C:14]([OH:20])[CH:13]=1)[O:7]2.OC1C=C(C=CC=1O)C=O. (2) Given the product [CH2:15]1[CH:16]2[CH2:17][CH:18]3[CH2:19][CH:20]([CH2:22]2)[CH2:21][CH:14]1[CH2:23]3, predict the reactants needed to synthesize it. The reactants are: [H-].[H-].[H-].[H-].[Li+].[Al+3].C(N(CC)CC)C.[CH:14]12[CH2:23][CH:18]3[CH2:19][CH:20]([CH2:22][CH:16]([CH2:17]3)[C:15]1=O)[CH2:21]2.C(OC)(=O)C1C=CC=CC=1.